Dataset: Forward reaction prediction with 1.9M reactions from USPTO patents (1976-2016). Task: Predict the product of the given reaction. (1) Given the reactants [CH3:1][O:2][C:3]1[CH:20]=[CH:19][C:6]([CH2:7][N:8]2[C:12]3[NH:13][CH2:14][CH2:15][CH2:16][C:17](=[O:18])[C:11]=3[CH:10]=[N:9]2)=[CH:5][CH:4]=1.C1OCCOCCOCCOCCOC1.CC([O-])(C)C.[Na+].Cl[CH2:43][C:44]1[N:48]=[C:47]([CH3:49])[O:46][N:45]=1, predict the reaction product. The product is: [CH3:1][O:2][C:3]1[CH:4]=[CH:5][C:6]([CH2:7][N:8]2[C:12]3[N:13]([CH2:43][C:44]4[N:48]=[C:47]([CH3:49])[O:46][N:45]=4)[CH2:14][CH2:15][CH2:16][C:17](=[O:18])[C:11]=3[CH:10]=[N:9]2)=[CH:19][CH:20]=1. (2) Given the reactants [Cl:1][C:2]1[CH:3]=[C:4]2[C:8](=[CH:9][C:10]=1[F:11])[NH:7][C:6](=[O:12])[C:5]2([CH2:15][CH2:16][CH2:17][CH2:18]Cl)[CH2:13][CH3:14].[Cl:20][C:21]1[CH:26]=[C:25]([Cl:27])[CH:24]=[CH:23][C:22]=1[N:28]1[CH2:33][CH2:32][NH:31][CH2:30][CH2:29]1, predict the reaction product. The product is: [ClH:1].[Cl:1][C:2]1[CH:3]=[C:4]2[C:8](=[CH:9][C:10]=1[F:11])[NH:7][C:6](=[O:12])[C:5]2([CH2:15][CH2:16][CH2:17][CH2:18][N:31]1[CH2:30][CH2:29][N:28]([C:22]2[CH:23]=[CH:24][C:25]([Cl:27])=[CH:26][C:21]=2[Cl:20])[CH2:33][CH2:32]1)[CH2:13][CH3:14]. (3) Given the reactants [C:1]([C:3]1[CH:11]=[CH:10][C:6]([C:7]([OH:9])=O)=[CH:5][C:4]=1[CH3:12])#[N:2].C(Cl)(=O)C(Cl)=O.[CH3:19][C:20]1[CH:26]=[C:25]([C:27]([F:36])([C:32]([F:35])([F:34])[F:33])[C:28](F)([F:30])[F:29])[CH:24]=[C:23]([CH2:37][CH3:38])[C:21]=1[NH2:22].N1C=CC=CC=1.C(=O)([O-])O.[Na+], predict the reaction product. The product is: [C:1]([C:3]1[CH:11]=[CH:10][C:6]([C:7]([NH:22][C:21]2[C:20]([CH3:19])=[CH:26][C:25]([C:27]([F:36])([C:32]([F:33])([F:34])[F:35])[C:28]([F:30])([F:29])[C:32]([F:35])([F:34])[F:33])=[CH:24][C:23]=2[CH2:37][CH3:38])=[O:9])=[CH:5][C:4]=1[CH3:12])#[N:2].